From a dataset of Rat liver microsome stability data. Regression/Classification. Given a drug SMILES string, predict its absorption, distribution, metabolism, or excretion properties. Task type varies by dataset: regression for continuous measurements (e.g., permeability, clearance, half-life) or binary classification for categorical outcomes (e.g., BBB penetration, CYP inhibition). Dataset: rlm. (1) The molecule is Cc1cc(C)c(C(=O)Nc2cccc(S(=O)(=O)N3CCCCCC3)c2)[nH]1. The result is 1 (stable in rat liver microsomes). (2) The molecule is COc1ncc(-c2ccc3nccc(C#CCN(C)CCO)c3c2)cc1NS(=O)(=O)c1ccc(F)cc1F. The result is 1 (stable in rat liver microsomes). (3) The compound is Cc1cc(C=CC#N)cc(C)c1Oc1cc(Nc2ccc(C#N)cc2)c(N)cc1C(N)=O. The result is 0 (unstable in rat liver microsomes). (4) The compound is CN1C(=O)CN=C(c2ccccc2Cl)c2cc(Cl)ccc21. The result is 1 (stable in rat liver microsomes).